Dataset: Reaction yield outcomes from USPTO patents with 853,638 reactions. Task: Predict the reaction yield, written as a fraction of the theoretical maximum amount of product (1.0 means a 100% yield; for example, 0.34 means a 34% yield). (1) The product is [NH2:1][C:4]1[CH:5]=[C:6]([C:12]2[O:13][C:14]3[CH:20]=[CH:19][C:18]([C:21]4[O:22][C:23]5[CH:29]=[CH:28][CH:27]=[CH:26][C:24]=5[CH:25]=4)=[CH:17][C:15]=3[N:16]=2)[CH:7]=[CH:8][C:9]=1[O:10][CH3:11]. The yield is 0.860. The reactants are [N+:1]([C:4]1[CH:5]=[C:6]([C:12]2[O:13][C:14]3[CH:20]=[CH:19][C:18]([C:21]4[O:22][C:23]5[CH:29]=[CH:28][CH:27]=[CH:26][C:24]=5[CH:25]=4)=[CH:17][C:15]=3[N:16]=2)[CH:7]=[CH:8][C:9]=1[O:10][CH3:11])([O-])=O. The catalyst is O1CCOCC1.[Pd]. (2) The reactants are [Cl:1][C:2]1[C:11]2[C:6](=[CH:7][C:8]([NH2:12])=[CH:9][CH:10]=2)[C:5]([Cl:13])=[N:4][N:3]=1.C([O-])([O-])=O.[K+].[K+].[F:20][C:21]([F:31])([F:30])[C:22]1[CH:23]=[C:24]([CH:27]=[CH:28][CH:29]=1)[CH2:25]Br. The product is [Cl:1][C:2]1[C:11]2[C:6](=[CH:7][C:8]([NH:12][CH2:25][C:24]3[CH:27]=[CH:28][CH:29]=[C:22]([C:21]([F:20])([F:30])[F:31])[CH:23]=3)=[CH:9][CH:10]=2)[C:5]([Cl:13])=[N:4][N:3]=1. The catalyst is CN(C=O)C. The yield is 0.263.